Dataset: Full USPTO retrosynthesis dataset with 1.9M reactions from patents (1976-2016). Task: Predict the reactants needed to synthesize the given product. Given the product [CH2:1]([CH:8]1[CH2:13][CH2:12][CH2:11][NH:10][CH2:9]1)[C:2]1[CH:7]=[CH:6][CH:5]=[CH:4][CH:3]=1, predict the reactants needed to synthesize it. The reactants are: [CH2:1]([C:8]1[CH:9]=[N:10][CH:11]=[CH:12][CH:13]=1)[C:2]1[CH:7]=[CH:6][CH:5]=[CH:4][CH:3]=1.